Regression. Given two drug SMILES strings and cell line genomic features, predict the synergy score measuring deviation from expected non-interaction effect. From a dataset of NCI-60 drug combinations with 297,098 pairs across 59 cell lines. (1) Drug 1: CC(C1=C(C=CC(=C1Cl)F)Cl)OC2=C(N=CC(=C2)C3=CN(N=C3)C4CCNCC4)N. Drug 2: C1=CC(=CC=C1C#N)C(C2=CC=C(C=C2)C#N)N3C=NC=N3. Cell line: KM12. Synergy scores: CSS=28.7, Synergy_ZIP=-2.47, Synergy_Bliss=-3.47, Synergy_Loewe=-28.0, Synergy_HSA=-1.04. (2) Drug 1: C1=NC2=C(N1)C(=S)N=C(N2)N. Drug 2: CCC1(C2=C(COC1=O)C(=O)N3CC4=CC5=C(C=CC(=C5CN(C)C)O)N=C4C3=C2)O.Cl. Cell line: ACHN. Synergy scores: CSS=57.3, Synergy_ZIP=-0.252, Synergy_Bliss=0.0373, Synergy_Loewe=-0.143, Synergy_HSA=2.92.